Dataset: Reaction yield outcomes from USPTO patents with 853,638 reactions. Task: Predict the reaction yield, written as a fraction of the theoretical maximum amount of product (1.0 means a 100% yield; for example, 0.34 means a 34% yield). (1) The reactants are [NH:1]1[C:5]2[CH:6]=[CH:7][CH:8]=[CH:9][C:4]=2[N:3]=[C:2]1[C:10]([N:12]1[CH2:15][CH:14]([O:16][C:17]2[C:22]([C:23]3[CH2:28][CH2:27][CH:26]([O:29][Si](C(C)(C)C)(C)C)[CH2:25][CH:24]=3)=[N:21][CH:20]=[CH:19][N:18]=2)[CH2:13]1)=[O:11].CCCC[N+](CCCC)(CCCC)CCCC.[F-]. The catalyst is C1COCC1. The product is [NH:1]1[C:5]2[CH:6]=[CH:7][CH:8]=[CH:9][C:4]=2[N:3]=[C:2]1[C:10]([N:12]1[CH2:13][CH:14]([O:16][C:17]2[C:22]([C:23]3[CH2:28][CH2:27][CH:26]([OH:29])[CH2:25][CH:24]=3)=[N:21][CH:20]=[CH:19][N:18]=2)[CH2:15]1)=[O:11]. The yield is 0.288. (2) The reactants are [Cl:1][C:2]1[C:3]([C:22]#[N:23])=[C:4]([C:8]([NH:10][C@@H:11]2[CH2:16][CH2:15][N:14](C(OC)=O)[CH2:13][C@@H:12]2[CH3:21])=[O:9])[NH:5][C:6]=1[CH3:7].[OH-].[K+].O.NN.O. The catalyst is C(O)CO. The product is [Cl:1][C:2]1[C:3]([C:22]#[N:23])=[C:4]([C:8]([NH:10][C@@H:11]2[CH2:16][CH2:15][NH:14][CH2:13][C@@H:12]2[CH3:21])=[O:9])[NH:5][C:6]=1[CH3:7]. The yield is 0.630. (3) The reactants are Br[C:2]1[N:3]=[CH:4][C:5]([NH2:8])=[N:6][CH:7]=1.[NH:9]1[CH2:13][CH2:12][CH2:11][C:10]1=[O:14].C(=O)([O-])[O-].[K+].[K+].[C@@H]1(N)CCCC[C@H]1N. The catalyst is O1CCOCC1.[Cu]I.CO.C(OCC)(=O)C. The product is [NH2:8][C:5]1[N:6]=[CH:7][C:2]([N:9]2[CH2:13][CH2:12][CH2:11][C:10]2=[O:14])=[N:3][CH:4]=1. The yield is 0.307. (4) The reactants are [OH-].[Na+].[C:3]([O:7][C:8]([N:10]1[CH2:15][CH2:14][C:13]([C:31](=[O:33])[NH2:32])([NH:16][C:17](=O)/[CH:18]=[CH:19]/[C:20]2[CH:25]=[CH:24][CH:23]=[C:22]([C:26]([F:29])([F:28])[F:27])[CH:21]=2)[CH2:12][CH2:11]1)=[O:9])([CH3:6])([CH3:5])[CH3:4]. The catalyst is C(O)C. The product is [C:3]([O:7][C:8]([N:10]1[CH2:15][CH2:14][C:13]2([N:16]=[C:17](/[CH:18]=[CH:19]/[C:20]3[CH:25]=[CH:24][CH:23]=[C:22]([C:26]([F:29])([F:28])[F:27])[CH:21]=3)[NH:32][C:31]2=[O:33])[CH2:12][CH2:11]1)=[O:9])([CH3:6])([CH3:5])[CH3:4]. The yield is 0.730. (5) The reactants are [F:1][C:2]1[CH:7]=[CH:6][C:5]([N:8]2[C:16]3[C:11](=[CH:12][C:13]([CH2:17][CH2:18][CH2:19][CH2:20][CH2:21]OS(C)(=O)=O)=[CH:14][CH:15]=3)[CH:10]=[CH:9]2)=[CH:4][CH:3]=1.[CH2:27]([CH2:30][NH2:31])[CH:28]=C.[CH3:32]N(C=O)C. No catalyst specified. The product is [CH2:30]([N:31]([CH2:21][CH2:20][CH2:19][CH2:18][CH2:17][C:13]1[CH:12]=[C:11]2[C:16](=[CH:15][CH:14]=1)[N:8]([C:5]1[CH:6]=[CH:7][C:2]([F:1])=[CH:3][CH:4]=1)[CH:9]=[CH:10]2)[CH3:32])[CH:27]=[CH2:28]. The yield is 0.980. (6) The reactants are [CH:1]([C:4]1[N:5]=[C:6](/[CH:9]=[CH:10]/[C:11]2[CH:20]=[C:19]3[C:14]([C:15](=[O:26])[C:16]([C:21]([O:23][CH2:24][CH3:25])=[O:22])=[CH:17][NH:18]3)=[CH:13][CH:12]=2)[S:7][CH:8]=1)([CH3:3])[CH3:2].C(=O)([O-])[O-].[K+].[K+].Br[CH2:34][CH2:35][F:36]. The catalyst is CN(C)C=O.C(OCC)(=O)C. The product is [F:36][CH2:35][CH2:34][N:18]1[C:19]2[C:14](=[CH:13][CH:12]=[C:11](/[CH:10]=[CH:9]/[C:6]3[S:7][CH:8]=[C:4]([CH:1]([CH3:3])[CH3:2])[N:5]=3)[CH:20]=2)[C:15](=[O:26])[C:16]([C:21]([O:23][CH2:24][CH3:25])=[O:22])=[CH:17]1. The yield is 0.610.